From a dataset of Peptide-MHC class I binding affinity with 185,985 pairs from IEDB/IMGT. Regression. Given a peptide amino acid sequence and an MHC pseudo amino acid sequence, predict their binding affinity value. This is MHC class I binding data. (1) The peptide sequence is QPAGGKAEF. The MHC is HLA-A69:01 with pseudo-sequence HLA-A69:01. The binding affinity (normalized) is 0.0847. (2) The peptide sequence is NPAQEDDQY. The MHC is HLA-B35:01 with pseudo-sequence HLA-B35:01. The binding affinity (normalized) is 0.546. (3) The peptide sequence is YQAVVPLVY. The MHC is HLA-A31:01 with pseudo-sequence HLA-A31:01. The binding affinity (normalized) is 0.00178.